Dataset: Full USPTO retrosynthesis dataset with 1.9M reactions from patents (1976-2016). Task: Predict the reactants needed to synthesize the given product. (1) The reactants are: [OH:1][C@@H:2]([CH2:26][NH:27][S:28]([C:31]1[CH:36]=[CH:35][CH:34]=[CH:33][N:32]=1)(=[O:30])=[O:29])[C@@H:3]([NH:5][C:6](=[O:25])[O:7][C@H:8]([CH2:13][N:14]1[C:18]2[CH:19]=[C:20]([Cl:24])[C:21]([Cl:23])=[CH:22][C:17]=2[N:16]=[CH:15]1)[C:9]([CH3:12])([CH3:11])[CH3:10])[CH3:4].O[C@H](CNS(C1C=CC=CN=1)(=O)=O)[C@@H](NC(=O)O[C@H](CN1C2C=C(Cl)C(Cl)=CC=2N=C1)C(C)(C)C)C.CC(OI1(OC(C)=O)(OC(C)=O)OC(=O)C2C=CC=CC1=2)=O.C(=O)(O)[O-].[Na+]. Given the product [CH3:4][C@H:3]([NH:5][C:6](=[O:25])[O:7][C@H:8]([CH2:13][N:14]1[C:18]2[CH:19]=[C:20]([Cl:24])[C:21]([Cl:23])=[CH:22][C:17]=2[N:16]=[CH:15]1)[C:9]([CH3:10])([CH3:12])[CH3:11])[C:2](=[O:1])[CH2:26][NH:27][S:28]([C:31]1[CH:36]=[CH:35][CH:34]=[CH:33][N:32]=1)(=[O:29])=[O:30], predict the reactants needed to synthesize it. (2) Given the product [O:7]([C:8]1[CH:13]=[CH:12][C:11]([N:14]2[C:22]3[C:17](=[CH:18][CH:19]=[CH:20][CH:21]=3)[CH:16]=[CH:15]2)=[CH:10][C:9]=1[Cl:23])[C@H:6]1[O:24][C@H:25]([CH2:36][OH:37])[C@@H:26]([OH:32])[C@H:27]([OH:28])[C@@H:5]1[OH:4], predict the reactants needed to synthesize it. The reactants are: C([O:4][C@H:5]1[C@@H:27]([O:28]C(=O)C)[C@H:26]([O:32]C(=O)C)[C@@H:25]([CH2:36][O:37]C(=O)C)[O:24][C@@H:6]1[O:7][C:8]1[CH:13]=[CH:12][C:11]([N:14]2[C:22]3[C:17](=[CH:18][CH:19]=[CH:20][CH:21]=3)[CH:16]=[CH:15]2)=[CH:10][C:9]=1[Cl:23])(=O)C.CO[Na].CO. (3) Given the product [Cl:1][C:2]1[CH:3]=[C:4]([CH:18]=[CH:19][C:20]=1[Cl:21])[C:5]([NH:7][C:8]1[CH:13]=[CH:12][C:11]([O:24][CH3:23])=[C:10]([N+:15]([O-:17])=[O:16])[CH:9]=1)=[O:6], predict the reactants needed to synthesize it. The reactants are: [Cl:1][C:2]1[CH:3]=[C:4]([CH:18]=[CH:19][C:20]=1[Cl:21])[C:5]([NH:7][C:8]1[CH:13]=[CH:12][C:11](F)=[C:10]([N+:15]([O-:17])=[O:16])[CH:9]=1)=[O:6].[Na].[CH3:23][OH:24]. (4) Given the product [CH:10]1([NH:13][C:14](=[O:22])[C:15]2[CH:20]=[CH:19][C:18]([O:21][C:2]3[CH:3]=[CH:4][C:5]([CH:8]=[O:9])=[CH:6][N:7]=3)=[CH:17][CH:16]=2)[CH2:11][CH2:12]1, predict the reactants needed to synthesize it. The reactants are: Cl[C:2]1[N:7]=[CH:6][C:5]([CH:8]=[O:9])=[CH:4][CH:3]=1.[CH:10]1([NH:13][C:14](=[O:22])[C:15]2[CH:20]=[CH:19][C:18]([OH:21])=[CH:17][CH:16]=2)[CH2:12][CH2:11]1.C([O-])([O-])=O.[K+].[K+].